From a dataset of Full USPTO retrosynthesis dataset with 1.9M reactions from patents (1976-2016). Predict the reactants needed to synthesize the given product. Given the product [OH:47][C@H:46]([CH2:45][OH:44])[CH2:48][CH2:49][NH:50][C:38]([CH:16]1[CH:15]([C:11]2[CH:12]=[CH:13][CH:14]=[C:9]([Cl:8])[C:10]=2[F:41])[C:19]([C:22]2[CH:27]=[CH:26][C:25]([Cl:28])=[CH:24][C:23]=2[F:29])([C:20]#[N:21])[CH:18]([CH2:30][C:31]2([CH3:37])[CH2:36][CH2:35][CH2:34][CH2:33][CH2:32]2)[NH:17]1)=[O:39], predict the reactants needed to synthesize it. The reactants are: FC(F)(F)C(O)=O.[Cl:8][C:9]1[C:10]([F:41])=[C:11]([CH:15]2[C:19]([C:22]3[CH:27]=[CH:26][C:25]([Cl:28])=[CH:24][C:23]=3[F:29])([C:20]#[N:21])[CH:18]([CH2:30][C:31]3([CH3:37])[CH2:36][CH2:35][CH2:34][CH2:33][CH2:32]3)[NH:17][CH:16]2[C:38](O)=[O:39])[CH:12]=[CH:13][CH:14]=1.CC1(C)[O:47][C@@H:46]([CH2:48][CH2:49][NH2:50])[CH2:45][O:44]1.CN(C(ON1N=NC2C=CC=NC1=2)=[N+](C)C)C.F[P-](F)(F)(F)(F)F.CCN(C(C)C)C(C)C.Cl.